From a dataset of Forward reaction prediction with 1.9M reactions from USPTO patents (1976-2016). Predict the product of the given reaction. (1) The product is: [Cl:21][C:17]1[CH:16]=[C:15]([CH:20]=[CH:19][CH:18]=1)[CH2:14][N:11]1[CH2:10][CH2:9][NH:8][CH2:13][CH2:12]1. Given the reactants C(OC([N:8]1[CH2:13][CH2:12][N:11]([CH2:14][C:15]2[CH:20]=[CH:19][CH:18]=[C:17]([Cl:21])[CH:16]=2)[CH2:10][CH2:9]1)=O)(C)(C)C.C(O)(C(F)(F)F)=O, predict the reaction product. (2) Given the reactants [Cl:1][C:2]1[CH:7]=[CH:6][N:5]=[C:4]2[CH:8]=[CH:9][S:10][C:3]=12.[Li]CCCC.CCOCC.I[C:22]1[N:23]=[CH:24][N:25]([CH2:27][CH2:28][N:29]2[CH2:34][CH2:33][N:32]([C:35]([O:37][C:38]([CH3:41])([CH3:40])[CH3:39])=[O:36])[CH2:31][CH2:30]2)[CH:26]=1, predict the reaction product. The product is: [Cl:1][C:2]1[CH:7]=[CH:6][N:5]=[C:4]2[CH:8]=[C:9]([C:22]3[N:23]=[CH:24][N:25]([CH2:27][CH2:28][N:29]4[CH2:34][CH2:33][N:32]([C:35]([O:37][C:38]([CH3:41])([CH3:40])[CH3:39])=[O:36])[CH2:31][CH2:30]4)[CH:26]=3)[S:10][C:3]=12. (3) Given the reactants [CH2:1]([C:3]1[C:8]([CH:9]=O)=[CH:7][CH:6]=[CH:5][C:4]=1[C:11]1[S:15][C:14]([C:16]2[CH:17]=[CH:18][C:19]([O:24][CH:25]([CH3:27])[CH3:26])=[C:20]([CH:23]=2)[C:21]#[N:22])=[N:13][CH:12]=1)[CH3:2].[NH2:28][CH2:29][CH2:30][C:31]([O:33]CC)=[O:32].[C:36](O[BH-](OC(=O)C)OC(=O)C)(=O)C.[Na+].C=O.Cl, predict the reaction product. The product is: [C:21]([C:20]1[CH:23]=[C:16]([C:14]2[S:15][C:11]([C:4]3[C:3]([CH2:1][CH3:2])=[C:8]([CH2:9][N:28]([CH3:36])[CH2:29][CH2:30][C:31]([OH:33])=[O:32])[CH:7]=[CH:6][CH:5]=3)=[CH:12][N:13]=2)[CH:17]=[CH:18][C:19]=1[O:24][CH:25]([CH3:27])[CH3:26])#[N:22]. (4) Given the reactants [O-]S([O-])=O.[Na+].[Na+].C([O-])([O-])=O.[Na+].[Na+].[C:13]([C:17]1[CH:22]=[CH:21][C:20]([S:23](Cl)(=[O:25])=[O:24])=[CH:19][CH:18]=1)([CH3:16])([CH3:15])[CH3:14].Cl[CH2:28][C:29]1[N:30]=[C:31]([C:35]2[CH:44]=[CH:43][C:38]([C:39]([O:41][CH3:42])=[O:40])=[CH:37][CH:36]=2)[O:32][C:33]=1[CH3:34], predict the reaction product. The product is: [C:13]([C:17]1[CH:22]=[CH:21][C:20]([S:23]([CH2:28][C:29]2[N:30]=[C:31]([C:35]3[CH:44]=[CH:43][C:38]([C:39]([O:41][CH3:42])=[O:40])=[CH:37][CH:36]=3)[O:32][C:33]=2[CH3:34])(=[O:25])=[O:24])=[CH:19][CH:18]=1)([CH3:16])([CH3:15])[CH3:14]. (5) Given the reactants [CH2:1]([O:3][C:4]([C:6]1[C:7](=[O:21])[O:8][C@@:9]([C:14](=[O:20])[N:15]([CH2:18][CH3:19])[CH2:16][CH3:17])([CH2:12][CH3:13])[C:10]=1[CH3:11])=[O:5])[CH3:2].C[C@H]1C[C@@H](OC(=O)C(=O)CC)[C@H](C(C)(C2C=CC=CC=2)C)CC1.[CH3:45][N:46]([CH:48](N(C)C)N(C)C)[CH3:47], predict the reaction product. The product is: [CH2:1]([O:3][C:4]([C:6]1[C:7](=[O:21])[O:8][C@@:9]([C:14](=[O:20])[N:15]([CH2:16][CH3:17])[CH2:18][CH3:19])([CH2:12][CH3:13])[C:10]=1/[CH:11]=[CH:45]/[N:46]([CH3:48])[CH3:47])=[O:5])[CH3:2].